From a dataset of NCI-60 drug combinations with 297,098 pairs across 59 cell lines. Regression. Given two drug SMILES strings and cell line genomic features, predict the synergy score measuring deviation from expected non-interaction effect. (1) Drug 1: C1CCN(CC1)CCOC2=CC=C(C=C2)C(=O)C3=C(SC4=C3C=CC(=C4)O)C5=CC=C(C=C5)O. Drug 2: COC1=CC(=CC(=C1O)OC)C2C3C(COC3=O)C(C4=CC5=C(C=C24)OCO5)OC6C(C(C7C(O6)COC(O7)C8=CC=CS8)O)O. Cell line: SK-MEL-2. Synergy scores: CSS=28.1, Synergy_ZIP=4.32, Synergy_Bliss=5.61, Synergy_Loewe=-14.7, Synergy_HSA=4.10. (2) Drug 1: C1=CC(=CC=C1CCCC(=O)O)N(CCCl)CCCl. Drug 2: CC1=C2C(C(=O)C3(C(CC4C(C3C(C(C2(C)C)(CC1OC(=O)C(C(C5=CC=CC=C5)NC(=O)C6=CC=CC=C6)O)O)OC(=O)C7=CC=CC=C7)(CO4)OC(=O)C)O)C)OC(=O)C. Cell line: HT29. Synergy scores: CSS=32.5, Synergy_ZIP=-8.77, Synergy_Bliss=-12.4, Synergy_Loewe=-28.8, Synergy_HSA=-9.34. (3) Drug 1: CC1=C2C(C(=O)C3(C(CC4C(C3C(C(C2(C)C)(CC1OC(=O)C(C(C5=CC=CC=C5)NC(=O)OC(C)(C)C)O)O)OC(=O)C6=CC=CC=C6)(CO4)OC(=O)C)O)C)O. Drug 2: CS(=O)(=O)OCCCCOS(=O)(=O)C. Cell line: MOLT-4. Synergy scores: CSS=76.3, Synergy_ZIP=-0.274, Synergy_Bliss=1.20, Synergy_Loewe=-2.23, Synergy_HSA=2.31. (4) Drug 1: C1=C(C(=O)NC(=O)N1)N(CCCl)CCCl. Drug 2: C(CN)CNCCSP(=O)(O)O. Cell line: SN12C. Synergy scores: CSS=29.4, Synergy_ZIP=0.353, Synergy_Bliss=-1.30, Synergy_Loewe=-28.7, Synergy_HSA=-3.56. (5) Drug 1: C1=CC(=CC=C1CCC2=CNC3=C2C(=O)NC(=N3)N)C(=O)NC(CCC(=O)O)C(=O)O. Drug 2: CCN(CC)CCCC(C)NC1=C2C=C(C=CC2=NC3=C1C=CC(=C3)Cl)OC. Cell line: MALME-3M. Synergy scores: CSS=52.5, Synergy_ZIP=21.5, Synergy_Bliss=21.1, Synergy_Loewe=21.3, Synergy_HSA=23.3.